This data is from Full USPTO retrosynthesis dataset with 1.9M reactions from patents (1976-2016). The task is: Predict the reactants needed to synthesize the given product. (1) Given the product [N:23]1[CH:24]=[CH:25][C:26]([CH:29]2[CH2:34][CH2:33][N:32]([C:15]([N:1]3[C:10]4[C:5](=[CH:6][CH:7]=[CH:8][CH:9]=4)[CH2:4][CH2:3][CH2:2]3)=[O:21])[CH2:31][CH2:30]2)=[CH:27][CH:28]=1, predict the reactants needed to synthesize it. The reactants are: [NH:1]1[C:10]2[C:5](=[CH:6][CH:7]=[CH:8][CH:9]=2)[CH2:4][CH2:3][CH2:2]1.ClC(Cl)(O[C:15](=[O:21])OC(Cl)(Cl)Cl)Cl.[NH:23]1[CH2:28][CH2:27][CH:26]([C:29]2[CH:34]=[CH:33][N:32]=[CH:31][CH:30]=2)[CH2:25][CH2:24]1.C(=O)([O-])O.[Na+]. (2) The reactants are: Cl[C:2]1[C:11]2[C:6](=[CH:7][CH:8]=[CH:9][N:10]=2)[N:5]=[CH:4][C:3]=1[N+:12]([O-])=O.[NH2:15][C@@H:16]([CH3:19])[CH2:17][OH:18].[F-].C([N+:25](CCCC)(CCCC)CCCC)CCC.Cl[CH2:39][CH2:40]Cl. Given the product [CH3:19][C@@H:16]1[N:15]2[C:2]3[C:11]4[C:6](=[CH:7][CH:8]=[CH:9][N:10]=4)[N:5]=[C:4]([NH2:25])[C:3]=3[N:12]=[C:40]2[CH2:39][O:18][CH2:17]1, predict the reactants needed to synthesize it.